Dataset: Reaction yield outcomes from USPTO patents with 853,638 reactions. Task: Predict the reaction yield, written as a fraction of the theoretical maximum amount of product (1.0 means a 100% yield; for example, 0.34 means a 34% yield). (1) The reactants are [N+:1]([C:4]1[CH:9]=[CH:8][C:7]([C:10]2[CH:15]=[CH:14][N:13]=[C:12]([C:16]3[CH:21]=[CH:20][C:19]([C:22]([F:25])([F:24])[F:23])=[CH:18][CH:17]=3)[N:11]=2)=[CH:6][CH:5]=1)([O-])=O.[Na].O.O.Cl.FC(F)(F)C1C=CC(C(N)=N)=CC=1. The catalyst is CCO.C(Cl)(Cl)Cl.CCOC(C)=O. The product is [F:25][C:22]([F:23])([F:24])[C:19]1[CH:18]=[CH:17][C:16]([C:12]2[N:11]=[C:10]([C:7]3[CH:8]=[CH:9][C:4]([NH2:1])=[CH:5][CH:6]=3)[CH:15]=[CH:14][N:13]=2)=[CH:21][CH:20]=1. The yield is 0.910. (2) The reactants are [N:1]1[C:10]2[C:5](=[CH:6][CH:7]=[CH:8][CH:9]=2)[CH:4]=[CH:3][C:2]=1[CH2:11][O:12][C:13]1[CH:18]=[CH:17][C:16]([CH2:19][C:20]([O:22][C:23]2([C:26]([O:28]C)=O)[CH2:25][CH2:24]2)=[O:21])=[CH:15][CH:14]=1.[H-].[Na+]. The catalyst is CN(C=O)C. The product is [OH:28][C:26]1[C:23]2([CH2:25][CH2:24]2)[O:22][C:20](=[O:21])[C:19]=1[C:16]1[CH:15]=[CH:14][C:13]([O:12][CH2:11][C:2]2[CH:3]=[CH:4][C:5]3[C:10](=[CH:9][CH:8]=[CH:7][CH:6]=3)[N:1]=2)=[CH:18][CH:17]=1. The yield is 0.830. (3) The catalyst is C1(C)C=CC=CC=1.C(OCC)(=O)C. The reactants are C(OP(O[CH2:10][C:11]1[CH:20]=[CH:19][C:14]([C:15]([O:17][CH3:18])=[O:16])=[CH:13][C:12]=1[O:21][CH2:22][O:23][CH3:24])(OCC)=O)C.[F:25][CH:26]([F:43])[O:27][C:28]1[CH:33]=[CH:32][C:31](B2OC(C)(C)C(C)(C)O2)=[CH:30][CH:29]=1.P([O-])([O-])([O-])=O.[K+].[K+].[K+]. The yield is 0.250. The product is [F:25][CH:26]([F:43])[O:27][C:28]1[CH:33]=[CH:32][C:31]([CH2:10][C:11]2[CH:20]=[CH:19][C:14]([C:15]([O:17][CH3:18])=[O:16])=[CH:13][C:12]=2[O:21][CH2:22][O:23][CH3:24])=[CH:30][CH:29]=1. (4) The reactants are Br[C:2]1[CH:10]=[C:9]2[C:5]([CH:6]=[CH:7][N:8]2[Si:11]([CH:18]([CH3:20])[CH3:19])([CH:15]([CH3:17])[CH3:16])[CH:12]([CH3:14])[CH3:13])=[CH:4][CH:3]=1.C([Li])(C)(C)C.CCCCC.[C:31]1([S:37](F)(=[O:39])=[O:38])[CH:36]=[CH:35][CH:34]=[CH:33][CH:32]=1. The catalyst is C1COCC1. The product is [C:31]1([S:37]([C:2]2[CH:10]=[C:9]3[C:5]([CH:6]=[CH:7][N:8]3[Si:11]([CH:18]([CH3:20])[CH3:19])([CH:15]([CH3:17])[CH3:16])[CH:12]([CH3:14])[CH3:13])=[CH:4][CH:3]=2)(=[O:39])=[O:38])[CH:36]=[CH:35][CH:34]=[CH:33][CH:32]=1. The yield is 0.450. (5) The yield is 0.580. The catalyst is CC(C)=O. The product is [Br:1][C:2]1[CH:3]=[C:4]([CH:7]=[CH:8][C:9]=1[O:10][CH2:12][CH2:13][CH2:14][OH:15])[C:5]#[N:6]. The reactants are [Br:1][C:2]1[CH:3]=[C:4]([CH:7]=[CH:8][C:9]=1[OH:10])[C:5]#[N:6].Br[CH2:12][CH2:13][CH2:14][OH:15].C([O-])([O-])=O.[K+].[K+].